The task is: Predict the product of the given reaction.. This data is from Forward reaction prediction with 1.9M reactions from USPTO patents (1976-2016). Given the reactants C1(=O)NCCN2CCCC12.[OH:11][CH2:12][C@@H:13]([NH:24][C:25]([O:27]CC1C=CC=CC=1)=O)[CH2:14][N:15]1[CH2:23][CH2:22][CH2:21][C@H:16]1C(OC)=O.[H][H], predict the reaction product. The product is: [OH:11][CH2:12][C@@H:13]1[CH2:14][N:15]2[CH2:23][CH2:22][CH2:21][C@H:16]2[C:25](=[O:27])[NH:24]1.